This data is from Forward reaction prediction with 1.9M reactions from USPTO patents (1976-2016). The task is: Predict the product of the given reaction. Given the reactants Br[C:2]1[C:10]2[O:9][CH2:8][CH:7]([C:11]3[CH:16]=[CH:15][C:14]([CH:17]([CH3:19])[CH3:18])=[CH:13][CH:12]=3)[C:6]=2[C:5]([CH3:20])=[C:4]([NH:21][C:22](=[O:28])[CH2:23][C:24]([CH3:27])([CH3:26])[CH3:25])[C:3]=1[CH3:29].C(OC([N:37]1[CH:41]=[CH:40][CH:39]=[C:38]1B(O)O)=O)(C)(C)C, predict the reaction product. The product is: [NH:37]1[CH:41]=[CH:40][CH:39]=[C:38]1[C:2]1[C:10]2[O:9][CH2:8][CH:7]([C:11]3[CH:12]=[CH:13][C:14]([CH:17]([CH3:19])[CH3:18])=[CH:15][CH:16]=3)[C:6]=2[C:5]([CH3:20])=[C:4]([NH:21][C:22](=[O:28])[CH2:23][C:24]([CH3:27])([CH3:25])[CH3:26])[C:3]=1[CH3:29].